From a dataset of Catalyst prediction with 721,799 reactions and 888 catalyst types from USPTO. Predict which catalyst facilitates the given reaction. (1) Reactant: Cl[C:2]1[C:11]2=[N:12][N:13](CC3C=CC(OC)=CC=3)[CH:14]=[C:10]2[C:9]2[CH:8]=[C:7]([F:24])[CH:6]=[CH:5][C:4]=2[N:3]=1.[O:25]1[CH2:30][CH2:29][N:28]([C:31]2[CH:37]=[CH:36][C:34]([NH2:35])=[CH:33][CH:32]=2)[CH2:27][CH2:26]1.Cl. Product: [F:24][C:7]1[CH:6]=[CH:5][C:4]2[N:3]=[C:2]([NH:35][C:34]3[CH:33]=[CH:32][C:31]([N:28]4[CH2:29][CH2:30][O:25][CH2:26][CH2:27]4)=[CH:37][CH:36]=3)[C:11]3[NH:12][N:13]=[CH:14][C:10]=3[C:9]=2[CH:8]=1. The catalyst class is: 71. (2) Reactant: C(O)C.[CH:4]1([C:7]2[N:12]=[C:11]([C:13]3[NH:14][O:15][C:16](=[O:18])[N:17]=3)[CH:10]=[C:9]([C:19]([F:22])([F:21])[F:20])[N:8]=2)[CH2:6][CH2:5]1.[CH:23]([CH:25]=[CH2:26])=[O:24]. Product: [CH:4]1([C:7]2[N:12]=[C:11]([C:13]3[N:17]([CH2:26][CH2:25][CH:23]=[O:24])[C:16](=[O:18])[O:15][N:14]=3)[CH:10]=[C:9]([C:19]([F:20])([F:22])[F:21])[N:8]=2)[CH2:5][CH2:6]1. The catalyst class is: 66. (3) Reactant: [CH3:1][O:2][C:3]1[C:14]2[CH:13]=[C:12]([C:15]([O:17][CH3:18])=[O:16])[CH2:11][CH2:10][CH2:9][N:8](CC3C=CC(OC)=CC=3)[C:7]=2[N:6]=[CH:5][N:4]=1.FC(F)(F)C(O)=O. Product: [CH3:1][O:2][C:3]1[C:14]2[CH:13]=[C:12]([C:15]([O:17][CH3:18])=[O:16])[CH2:11][CH2:10][CH2:9][NH:8][C:7]=2[N:6]=[CH:5][N:4]=1. The catalyst class is: 26. (4) Reactant: [NH2:1][CH2:2][CH2:3][OH:4].C(N(CC)CC)C.[S:12]1(=[O:18])(=[O:17])[CH:16]=[CH:15][CH2:14][CH2:13]1. Product: [OH:4][CH2:3][CH2:2][NH:1][CH:14]1[CH2:15][CH2:16][S:12](=[O:18])(=[O:17])[CH2:13]1. The catalyst class is: 8. (5) Reactant: [N:1]1([CH2:10][CH2:11][OH:12])[C:9]2[C:4](=[CH:5][CH:6]=[CH:7][CH:8]=2)[CH2:3][CH2:2]1.[C:13]1([CH3:23])[CH:18]=[CH:17][C:16]([S:19](Cl)(=[O:21])=[O:20])=[CH:15][CH:14]=1.CCN(CC)CC. Product: [CH3:23][C:13]1[CH:18]=[CH:17][C:16]([S:19]([O:12][CH2:11][CH2:10][N:1]2[C:9]3[C:4](=[CH:5][CH:6]=[CH:7][CH:8]=3)[CH2:3][CH2:2]2)(=[O:21])=[O:20])=[CH:15][CH:14]=1. The catalyst class is: 1. (6) Reactant: Br[C:2]1[CH:15]=[CH:14][CH:13]=[CH:12][C:3]=1[N:4]([CH3:11])[C:5]1[CH:10]=[CH:9][CH:8]=[CH:7][CH:6]=1.[Li]CCCC.[CH3:21][C:22]([CH:24]([CH3:26])[CH3:25])=O.OS(O)(=O)=O. Product: [CH:24]([C:22]1([CH3:21])[C:6]2[CH:7]=[CH:8][CH:9]=[CH:10][C:5]=2[N:4]([CH3:11])[C:3]2[C:2]1=[CH:15][CH:14]=[CH:13][CH:12]=2)([CH3:26])[CH3:25]. The catalyst class is: 1. (7) Reactant: [Cl:1][C:2]1[CH:7]=[CH:6][C:5]([CH2:8][N:9]2[CH2:13][CH2:12][CH2:11][CH2:10]2)=[CH:4][C:3]=1[C:14]1[C:18]([C:19]2[N:23]=[CH:22][N:21]([CH2:24][O:25][CH2:26][CH2:27][Si:28]([CH3:31])([CH3:30])[CH3:29])[N:20]=2)=[CH:17][N:16]([C:32]2[C:37]([CH3:38])=[CH:36][N:35]=[C:34]([NH2:39])[CH:33]=2)[N:15]=1.[C:40](Cl)(=[O:43])[O:41][CH3:42]. Product: [Cl:1][C:2]1[CH:7]=[CH:6][C:5]([CH2:8][N:9]2[CH2:13][CH2:12][CH2:11][CH2:10]2)=[CH:4][C:3]=1[C:14]1[C:18]([C:19]2[N:23]=[CH:22][N:21]([CH2:24][O:25][CH2:26][CH2:27][Si:28]([CH3:31])([CH3:30])[CH3:29])[N:20]=2)=[CH:17][N:16]([C:32]2[C:37]([CH3:38])=[CH:36][N:35]=[C:34]([NH:39][C:40](=[O:43])[O:41][CH3:42])[CH:33]=2)[N:15]=1. The catalyst class is: 2. (8) Reactant: [CH2:1]([O:3][P:4]([CH2:9][O:10][CH2:11][C:12]#[C:13][CH2:14]Cl)(=[O:8])[O:5][CH2:6][CH3:7])[CH3:2].[Cl:16][C:17]1[N:25]=[C:24]([NH2:26])[N:23]=[C:22]2[C:18]=1[NH:19][CH:20]=[N:21]2.C(=O)([O-])[O-].[K+].[K+]. Product: [CH2:6]([O:5][P:4]([CH2:9][O:10][CH2:11][C:12]#[C:13][CH2:14][N:21]1[CH:20]=[N:19][C:18]2[C:22]1=[N:23][C:24]([NH2:26])=[N:25][C:17]=2[Cl:16])([O:3][CH2:1][CH3:2])=[O:8])[CH3:7]. The catalyst class is: 9.